From a dataset of Full USPTO retrosynthesis dataset with 1.9M reactions from patents (1976-2016). Predict the reactants needed to synthesize the given product. (1) Given the product [F:1][C:2]1[CH:7]=[CH:6][C:5]([C:8]([C:10]2[CH:15]=[C:14]([O:16][C:17]([F:21])([F:22])[CH:18]([F:20])[F:19])[CH:13]=[C:12]([F:23])[CH:11]=2)=[O:9])=[CH:4][C:3]=1[O:24][CH3:25], predict the reactants needed to synthesize it. The reactants are: [F:1][C:2]1[CH:7]=[CH:6][C:5]([CH:8]([C:10]2[CH:15]=[C:14]([O:16][C:17]([F:22])([F:21])[CH:18]([F:20])[F:19])[CH:13]=[C:12]([F:23])[CH:11]=2)[OH:9])=[CH:4][C:3]=1[O:24][CH3:25]. (2) Given the product [O:4]1[C@@H:5]2[CH2:6][N:7]([C:11]([O:13][CH2:14][C:15]3[CH:20]=[CH:19][CH:18]=[CH:17][CH:16]=3)=[O:12])[CH2:8][C@H:9]2[O:10][CH2:2][CH2:3]1, predict the reactants needed to synthesize it. The reactants are: Br[CH2:2][CH2:3][O:4][C@H:5]1[C@H:9]([OH:10])[CH2:8][N:7]([C:11]([O:13][CH2:14][C:15]2[CH:20]=[CH:19][CH:18]=[CH:17][CH:16]=2)=[O:12])[CH2:6]1.[OH-].[K+]. (3) Given the product [N:1]1[CH:6]=[CH:5][C:4]([CH2:7][N:8]2[CH2:17][CH2:16][C:15]3[C:14]([C:18]([O-:20])=[O:19])=[CH:13][CH:12]=[CH:11][C:10]=3[CH2:9]2)=[CH:3][CH:2]=1.[Na+:24], predict the reactants needed to synthesize it. The reactants are: [N:1]1[CH:6]=[CH:5][C:4]([CH2:7][N:8]2[CH2:17][CH2:16][C:15]3[C:14]([C:18]([O:20]C)=[O:19])=[CH:13][CH:12]=[CH:11][C:10]=3[CH2:9]2)=[CH:3][CH:2]=1.O.[OH-].[Na+:24]. (4) Given the product [Cl:19][C:20]1[N:21]=[C:22]([NH2:27])[N:23]=[C:24]([NH:8][C:6]2[CH:5]=[CH:4][C:3]([NH:9][C:10]3[CH:15]=[CH:14][N:13]=[C:12]4[NH:16][CH:17]=[CH:18][C:11]=34)=[C:2]([Cl:1])[CH:7]=2)[CH:25]=1, predict the reactants needed to synthesize it. The reactants are: [Cl:1][C:2]1[CH:7]=[C:6]([NH2:8])[CH:5]=[CH:4][C:3]=1[NH:9][C:10]1[CH:15]=[CH:14][N:13]=[C:12]2[NH:16][CH:17]=[CH:18][C:11]=12.[Cl:19][C:20]1[CH:25]=[C:24](Cl)[N:23]=[C:22]([NH2:27])[N:21]=1.Cl.[OH-].[Na+].